This data is from SARS-CoV-2 main protease (3CLPro) crystallographic fragment screen with 879 compounds. The task is: Binary Classification. Given a drug SMILES string, predict its activity (active/inactive) in a high-throughput screening assay against a specified biological target. (1) The drug is Ic1cn[nH]c1. The result is 0 (inactive). (2) The drug is CN(C(=O)[C@H]1CC1(C)C)c1cccnc1. The result is 0 (inactive).